This data is from Forward reaction prediction with 1.9M reactions from USPTO patents (1976-2016). The task is: Predict the product of the given reaction. The product is: [CH3:14][N:15]1[CH:19]=[C:18]([C:2]2[CH:8]=[CH:7][C:5]([NH2:6])=[C:4]([N+:9]([O-:11])=[O:10])[CH:3]=2)[CH:17]=[N:16]1. Given the reactants Br[C:2]1[CH:8]=[CH:7][C:5]([NH2:6])=[C:4]([N+:9]([O-:11])=[O:10])[CH:3]=1.N#N.[CH3:14][N:15]1[CH:19]=[C:18](B2OC(C)(C)C(C)(C)O2)[CH:17]=[N:16]1.C(=O)([O-])[O-], predict the reaction product.